Dataset: Reaction yield outcomes from USPTO patents with 853,638 reactions. Task: Predict the reaction yield, written as a fraction of the theoretical maximum amount of product (1.0 means a 100% yield; for example, 0.34 means a 34% yield). (1) The reactants are [CH3:1][C:2]1[O:6][N:5]=[C:4]([C:7]2[CH:12]=[CH:11][CH:10]=[CH:9][CH:8]=2)[C:3]=1[CH2:13][O:14][C:15]1[CH:23]=[CH:22][C:18]([C:19]([OH:21])=O)=[CH:17][N:16]=1.[NH2:24][CH:25]1[CH2:30][CH2:29][N:28]([CH2:31][C:32]2[CH:37]=[CH:36][CH:35]=[CH:34][CH:33]=2)[CH2:27][CH2:26]1. No catalyst specified. The product is [CH2:31]([N:28]1[CH2:29][CH2:30][CH:25]([NH:24][C:19](=[O:21])[C:18]2[CH:22]=[CH:23][C:15]([O:14][CH2:13][C:3]3[C:4]([C:7]4[CH:8]=[CH:9][CH:10]=[CH:11][CH:12]=4)=[N:5][O:6][C:2]=3[CH3:1])=[N:16][CH:17]=2)[CH2:26][CH2:27]1)[C:32]1[CH:33]=[CH:34][CH:35]=[CH:36][CH:37]=1. The yield is 0.770. (2) The reactants are [F:1][C:2]1[CH:7]=[CH:6][CH:5]=[CH:4][C:3]=1[O:8][C:9]1[CH:14]=[CH:13][C:12]([N+:15]([O-])=O)=[CH:11][CH:10]=1.[NH4+].[Cl-]. The catalyst is CO.O.[Fe]. The product is [F:1][C:2]1[CH:7]=[CH:6][CH:5]=[CH:4][C:3]=1[O:8][C:9]1[CH:14]=[CH:13][C:12]([NH2:15])=[CH:11][CH:10]=1. The yield is 0.730. (3) The reactants are Cl[C:2]1[CH:7]=[N:6][CH:5]=[C:4]([O:8][C:9]2[CH:14]=[CH:13][CH:12]=[CH:11][C:10]=2[Cl:15])[N:3]=1.[CH3:16][O:17][C:18]1[CH:19]=[C:20]([CH:22]=[C:23]([O:27][CH3:28])[C:24]=1[O:25][CH3:26])[NH2:21]. The catalyst is CCOC(C)=O.C1CCCCC1. The product is [CH3:28][O:27][C:23]1[CH:22]=[C:20]([NH:21][C:2]2[CH:7]=[N:6][CH:5]=[C:4]([O:8][C:9]3[CH:14]=[CH:13][CH:12]=[CH:11][C:10]=3[Cl:15])[N:3]=2)[CH:19]=[C:18]([O:17][CH3:16])[C:24]=1[O:25][CH3:26]. The yield is 0.710.